Dataset: Forward reaction prediction with 1.9M reactions from USPTO patents (1976-2016). Task: Predict the product of the given reaction. Given the reactants Br[C:2]1[CH:3]=[C:4]([C:10]([O:12][CH3:13])=[O:11])[C:5]([O:8][CH3:9])=[N:6][CH:7]=1.[CH3:14]OB(O)O.C(=O)([O-])[O-].[Cs+].[Cs+], predict the reaction product. The product is: [CH3:14][C:2]1[CH:3]=[C:4]([C:10]([O:12][CH3:13])=[O:11])[C:5]([O:8][CH3:9])=[N:6][CH:7]=1.